From a dataset of Forward reaction prediction with 1.9M reactions from USPTO patents (1976-2016). Predict the product of the given reaction. (1) The product is: [CH3:24][C:19]1[C:18]([C:13]2[N:8]3[N:9]=[C:10]([CH3:12])[CH:11]=[C:6]([CH:3]([CH2:4][CH3:5])[CH2:1][CH3:2])[C:7]3=[N:15][C:14]=2[CH3:16])=[C:22]([CH3:23])[O:21][N:20]=1. Given the reactants [CH2:1]([CH:3]([C:6]1[C:7]2[N:8]([CH:13]=[C:14]([CH3:16])[N:15]=2)[N:9]=[C:10]([CH3:12])[CH:11]=1)[CH2:4][CH3:5])[CH3:2].Br[C:18]1[C:19]([CH3:24])=[N:20][O:21][C:22]=1[CH3:23].C(=O)([O-])[O-].[Cs+].[Cs+], predict the reaction product. (2) The product is: [CH3:14][C@H:13]1[NH:24][CH2:9][C@@H:10]([CH2:11][N:20]2[C:15]3[C:16](=[N:17][C:12]([C:10]4[CH:9]=[N:8][N:7]([CH:2]5[CH2:3][CH2:4][CH2:5][CH2:6][O:1]5)[CH:11]=4)=[CH:13][CH:14]=3)[CH:18]=[CH:19]2)[CH2:12]1. Given the reactants [O:1]1[CH2:6][CH2:5][CH2:4][CH2:3][CH:2]1[N:7]1[CH:11]=[C:10]([C:12]2[N:17]=[C:16]3[CH:18]=[CH:19][NH:20][C:15]3=[CH:14][CH:13]=2)[CH:9]=[N:8]1.C([O-])=O.[NH4+:24].CO.ClCCl, predict the reaction product. (3) The product is: [Cl:24][C:25]1[CH:26]=[CH:27][C:28]([NH:31][C:15](=[O:17])[CH2:14][N:3]2[CH2:4][CH2:5][CH2:6][CH:7]([C:8]3[CH:9]=[CH:10][CH:11]=[CH:12][CH:13]=3)[C:2]2=[O:1])=[N:29][CH:30]=1. Given the reactants [O:1]=[C:2]1[CH:7]([C:8]2[CH:13]=[CH:12][CH:11]=[CH:10][CH:9]=2)[CH2:6][CH2:5][CH2:4][N:3]1[CH2:14][C:15]([OH:17])=O.C(Cl)(=O)C(Cl)=O.[Cl:24][C:25]1[CH:26]=[CH:27][C:28]([NH2:31])=[N:29][CH:30]=1.CN1CCOCC1, predict the reaction product. (4) The product is: [NH2:41][CH2:38][C:39]#[C:40][C:22]1[CH:23]=[CH:24][C:19]([N:18]2[C@H:15]([C:12]3[CH:13]=[CH:14][C:9]([O:8][Si:1]([C:4]([CH3:7])([CH3:6])[CH3:5])([CH3:3])[CH3:2])=[CH:10][CH:11]=3)[C@@H:16]([CH2:27][CH2:28][C@@H:29]([C:31]3[CH:36]=[CH:35][C:34]([F:37])=[CH:33][CH:32]=3)[OH:30])[C:17]2=[O:26])=[CH:20][CH:21]=1. Given the reactants [Si:1]([O:8][C:9]1[CH:14]=[CH:13][C:12]([C@H:15]2[N:18]([C:19]3[CH:24]=[CH:23][C:22](I)=[CH:21][CH:20]=3)[C:17](=[O:26])[C@@H:16]2[CH2:27][CH2:28][C@@H:29]([C:31]2[CH:36]=[CH:35][C:34]([F:37])=[CH:33][CH:32]=2)[OH:30])=[CH:11][CH:10]=1)([C:4]([CH3:7])([CH3:6])[CH3:5])([CH3:3])[CH3:2].[CH2:38]([NH2:41])[C:39]#[CH:40].C(N(CC)CC)C, predict the reaction product. (5) Given the reactants [CH3:1][O:2][C:3]([C:5]1[CH:13]=[C:12]2[C:8]([CH:9]=[CH:10][NH:11]2)=[CH:7][CH:6]=1)=[O:4].[H-].[Na+].[C:16]([NH:23][CH2:24][CH2:25]Br)([O:18][C:19]([CH3:22])([CH3:21])[CH3:20])=[O:17], predict the reaction product. The product is: [CH3:1][O:2][C:3]([C:5]1[CH:13]=[C:12]2[C:8]([CH:9]=[CH:10][N:11]2[CH2:25][CH2:24][NH:23][C:16]([O:18][C:19]([CH3:22])([CH3:21])[CH3:20])=[O:17])=[CH:7][CH:6]=1)=[O:4]. (6) Given the reactants [OH:1][B:2]1[C:6]2[CH:7]=[C:8]([OH:12])[CH:9]=[C:10]([CH3:11])[C:5]=2[CH:4]([CH2:13][C:14]([O:16]CC)=[O:15])[O:3]1.[Li+].[OH-].Cl, predict the reaction product. The product is: [OH:1][B:2]1[C:6]2[CH:7]=[C:8]([OH:12])[CH:9]=[C:10]([CH3:11])[C:5]=2[CH:4]([CH2:13][C:14]([OH:16])=[O:15])[O:3]1. (7) Given the reactants OC1[C:12]2[C:7](=[N:8][CH:9]=[C:10]([C:13]3[CH:18]=[CH:17][CH:16]=[CH:15][CH:14]=3)[CH:11]=2)[CH:6]=[CH:5][C:4]2C=C[C:21]([NH:23][S:24]([CH3:27])(=[O:26])=[O:25])=[CH:22][C:3]1=2.[H-].[Na+].[CH3:30]I.O.[CH2:33]1[CH2:37][O:36][CH2:35][CH2:34]1, predict the reaction product. The product is: [CH3:35][O:36][CH:37]1[C:12]2[C:7](=[N:8][CH:9]=[C:10]([C:13]3[CH:18]=[CH:17][CH:16]=[CH:15][CH:14]=3)[CH:11]=2)[CH:6]=[CH:5][C:4]2[CH:3]=[CH:22][C:21]([N:23]([CH3:30])[S:24]([CH3:27])(=[O:26])=[O:25])=[CH:34][C:33]1=2.